This data is from Reaction yield outcomes from USPTO patents with 853,638 reactions. The task is: Predict the reaction yield, written as a fraction of the theoretical maximum amount of product (1.0 means a 100% yield; for example, 0.34 means a 34% yield). (1) The reactants are [CH:1]1([C:4]2[CH:9]=[CH:8][C:7]([S:10](Cl)(=[O:12])=[O:11])=[CH:6][CH:5]=2)[CH2:3][CH2:2]1.[F-:14].[K+]. The catalyst is CC(C)=O.O.CCOC(C)=O. The product is [CH:1]1([C:4]2[CH:9]=[CH:8][C:7]([S:10]([F:14])(=[O:12])=[O:11])=[CH:6][CH:5]=2)[CH2:3][CH2:2]1. The yield is 0.970. (2) The reactants are C(O[C:6]([N:8]1[CH2:13][CH2:12][N:11]([C:14]2[C:19]([NH:20][S:21]([CH3:24])(=[O:23])=[O:22])=[CH:18][CH:17]=[CH:16][C:15]=2[Cl:25])[CH2:10][CH2:9]1)=O)(C)(C)C.FC(F)(F)C(O)=O.[CH3:33][S:34]([N:37]1[CH2:42][CH2:41][C:40]2[N:43]([CH2:56][CH:57]3C[O:58]3)[N:44]=[C:45]([C:46]3[CH:51]=[CH:50][C:49]([C:52]([F:55])([F:54])[F:53])=[CH:48][CH:47]=3)[C:39]=2[CH2:38]1)(=[O:36])=[O:35]. The catalyst is C(Cl)Cl. The product is [Cl:25][C:15]1[C:14]([N:11]2[CH2:10][CH2:9][N:8]([CH2:6][CH:57]([OH:58])[CH2:56][N:43]3[C:40]4[CH2:41][CH2:42][N:37]([S:34]([CH3:33])(=[O:36])=[O:35])[CH2:38][C:39]=4[C:45]([C:46]4[CH:51]=[CH:50][C:49]([C:52]([F:54])([F:55])[F:53])=[CH:48][CH:47]=4)=[N:44]3)[CH2:13][CH2:12]2)=[C:19]([NH:20][S:21]([CH3:24])(=[O:22])=[O:23])[CH:18]=[CH:17][CH:16]=1. The yield is 0.200.